From a dataset of Catalyst prediction with 721,799 reactions and 888 catalyst types from USPTO. Predict which catalyst facilitates the given reaction. Reactant: [Br:1][C:2]1[CH:3]=[CH:4][C:5]([F:26])=[C:6]([C@:8]2([CH3:25])[CH:12]([CH2:13][CH2:14][CH2:15][OH:16])[O:11]S(=O)[N:9]2[C:18]([O:20][C:21]([CH3:24])([CH3:23])[CH3:22])=[O:19])[CH:7]=1.N1C=CN=C1.[C:32]([Si:36]([CH3:39])([CH3:38])Cl)([CH3:35])([CH3:34])[CH3:33]. Product: [Br:1][C:2]1[CH:3]=[CH:4][C:5]([F:26])=[C:6]([C@@:8]([NH:9][C:18](=[O:19])[O:20][C:21]([CH3:24])([CH3:23])[CH3:22])([CH:12]([OH:11])[CH2:13][CH2:14][CH2:15][O:16][Si:36]([C:32]([CH3:35])([CH3:34])[CH3:33])([CH3:39])[CH3:38])[CH3:25])[CH:7]=1. The catalyst class is: 2.